Dataset: Forward reaction prediction with 1.9M reactions from USPTO patents (1976-2016). Task: Predict the product of the given reaction. (1) Given the reactants [F:1][C:2]1[CH:28]=[CH:27][C:5]([CH2:6][N:7]2[CH2:10][CH:9]([S:11][C:12]3[C@H:13]([CH3:26])[C@@H:14]4[C@@H:21]([C@H:22]([OH:24])[CH3:23])[C:20](=[O:25])[N:15]4[C:16]=3[C:17]([OH:19])=[O:18])[CH2:8]2)=[CH:4][CH:3]=1.[C:29]([O:35][CH2:36]Cl)(=[O:34])[C:30]([CH3:33])([CH3:32])[CH3:31].C(N(CC)CC)C.O, predict the reaction product. The product is: [F:1][C:2]1[CH:28]=[CH:27][C:5]([CH2:6][N:7]2[CH2:8][CH:9]([S:11][C:12]3[C@H:13]([CH3:26])[C@@H:14]4[C@@H:21]([C@H:22]([OH:24])[CH3:23])[C:20](=[O:25])[N:15]4[C:16]=3[C:17]([O:19][CH2:36][O:35][C:29](=[O:34])[C:30]([CH3:33])([CH3:32])[CH3:31])=[O:18])[CH2:10]2)=[CH:4][CH:3]=1. (2) Given the reactants [Cl:1][C:2]1[CH:7]=[CH:6][C:5]([C:8]2[C:9]([C:18]3[CH:23]=[CH:22][C:21]([C:24]([F:27])([F:26])[F:25])=[CH:20][CH:19]=3)=[N:10][C:11]([CH3:17])=[C:12]([CH:16]=2)[C:13](O)=[O:14])=[CH:4][CH:3]=1.B.CO, predict the reaction product. The product is: [Cl:1][C:2]1[CH:3]=[CH:4][C:5]([C:8]2[CH:16]=[C:12]([CH2:13][OH:14])[C:11]([CH3:17])=[N:10][C:9]=2[C:18]2[CH:19]=[CH:20][C:21]([C:24]([F:25])([F:26])[F:27])=[CH:22][CH:23]=2)=[CH:6][CH:7]=1. (3) Given the reactants Cl[C:2]1[CH:7]=[CH:6][C:5]([O:8][CH3:9])=[CH:4][CH:3]=1.[CH2:10](P(C12CC3CC(CC(C3)C1)C2)C12CC3CC(CC(C3)C1)C2)[CH2:11]CC.Cl, predict the reaction product. The product is: [CH3:9][O:8][C:5]1[CH:6]=[CH:7][C:2]([C:10]#[CH:11])=[CH:3][CH:4]=1. (4) The product is: [F:1][C:2]1[C:11]([B:42]2[O:43][C:44]([CH3:46])([CH3:45])[C:40]([CH3:47])([CH3:39])[O:41]2)=[C:10]([CH3:13])[CH:9]=[CH:8][C:3]=1[C:4]([O:6][CH3:7])=[O:5]. Given the reactants [F:1][C:2]1[C:11](I)=[C:10]([CH3:13])[CH:9]=[CH:8][C:3]=1[C:4]([O:6][CH3:7])=[O:5].C1(C2C=CC=CC=2)C=CC=CC=1P(C1CCCCC1)C1CCCCC1.[CH3:39][C:40]1([CH3:47])[C:44]([CH3:46])([CH3:45])[O:43][BH:42][O:41]1, predict the reaction product. (5) Given the reactants [CH3:1][O:2][C:3]1[C:8]([C:9]2[CH:10]=[C:11]([NH:14][C:15]3[CH:20]=[N:19][CH:18]=[C:17]([O:21][C@@H:22]4[CH2:27][CH2:26][CH2:25][NH:24][CH2:23]4)[N:16]=3)[NH:12][N:13]=2)=[CH:7][CH:6]=[C:5]([CH3:28])[N:4]=1, predict the reaction product. The product is: [OH2:2].[CH3:1][O:2][C:3]1[C:8]([C:9]2[CH:10]=[C:11]([NH:14][C:15]3[CH:20]=[N:19][CH:18]=[C:17]([O:21][C@@H:22]4[CH2:27][CH2:26][CH2:25][NH:24][CH2:23]4)[N:16]=3)[NH:12][N:13]=2)=[CH:7][CH:6]=[C:5]([CH3:28])[N:4]=1. (6) Given the reactants [NH2:1][C:2]1[CH:11]=[C:10](Br)[CH:9]=[CH:8][C:3]=1[C:4]([O:6][CH3:7])=[O:5].[CH3:13][C:14]1([CH3:30])[C:18]([CH3:20])([CH3:19])[O:17][B:16]([B:16]2[O:17][C:18]([CH3:20])([CH3:19])[C:14]([CH3:30])([CH3:13])[O:15]2)[O:15]1.CC([O-])=O.[K+].O1CCOCC1, predict the reaction product. The product is: [NH2:1][C:2]1[CH:11]=[C:10]([B:16]2[O:17][C:18]([CH3:20])([CH3:19])[C:14]([CH3:30])([CH3:13])[O:15]2)[CH:9]=[CH:8][C:3]=1[C:4]([O:6][CH3:7])=[O:5].